Dataset: Forward reaction prediction with 1.9M reactions from USPTO patents (1976-2016). Task: Predict the product of the given reaction. (1) Given the reactants [NH2:1][C:2]1[C:11]2=[N:12][N:13]([CH2:30][CH3:31])[C:14]([CH2:15][CH2:16][CH2:17][CH2:18][N:19]3C(=O)C4C(=CC=CC=4)C3=O)=[C:10]2[C:9]2[CH:8]=[CH:7][CH:6]=[CH:5][C:4]=2[N:3]=1.O.NN, predict the reaction product. The product is: [NH2:19][CH2:18][CH2:17][CH2:16][CH2:15][C:14]1[N:13]([CH2:30][CH3:31])[N:12]=[C:11]2[C:10]=1[C:9]1[CH:8]=[CH:7][CH:6]=[CH:5][C:4]=1[N:3]=[C:2]2[NH2:1]. (2) Given the reactants N(C(OC(C)(C)C)=O)=NC(OC(C)(C)C)=O.[OH:17][C@H:18]1[CH2:22][CH2:21][N:20]([C:23]([O:25][C:26]([CH3:29])([CH3:28])[CH3:27])=[O:24])[CH2:19]1.[F:30][C:31]([F:35])([F:34])[CH2:32]O.C1(P(C2C=CC=CC=2)C2C=CC=CC=2)C=CC=CC=1, predict the reaction product. The product is: [F:30][C:31]([F:35])([F:34])[CH2:32][O:17][C@@H:18]1[CH2:22][CH2:21][N:20]([C:23]([O:25][C:26]([CH3:29])([CH3:28])[CH3:27])=[O:24])[CH2:19]1. (3) Given the reactants [C:1]1([S:7]([CH2:10][C:11]2[C:16]([C:17]([O:19][CH2:20][CH3:21])=[O:18])=[C:15]([O:22][CH3:23])[C:14](Br)=[CH:13][CH:12]=2)(=[O:9])=[O:8])[CH:6]=[CH:5][CH:4]=[CH:3][CH:2]=1.C(N(CC)CC)C.C1(P(C2C=CC=CC=2)CCCP(C2C=CC=CC=2)C2C=CC=CC=2)C=CC=CC=1.[CH:61]([O:63]CCCC)=[CH2:62], predict the reaction product. The product is: [C:61]([C:14]1[C:15]([O:22][CH3:23])=[C:16]([C:11]([CH2:10][S:7]([C:1]2[CH:6]=[CH:5][CH:4]=[CH:3][CH:2]=2)(=[O:9])=[O:8])=[CH:12][CH:13]=1)[C:17]([O:19][CH2:20][CH3:21])=[O:18])(=[O:63])[CH3:62]. (4) Given the reactants Cl.Cl.[C@H]1([CH2:13][N:14]2[CH2:19][CH2:18][CH:17]([NH:20][C:21]([C:23]3[NH:24][C:25]4[C:30]([CH:31]=3)=[C:29]([O:32][CH2:33][C:34]3[C:38]5[CH:39]=[C:40]([Cl:43])[CH:41]=[CH:42][C:37]=5[O:36][CH:35]=3)[CH:28]=[CH:27][CH:26]=4)=[O:22])[CH2:16][CH2:15]2)[C@@H]2N(CCCC2)CCC1.Cl.Cl.Cl.[N:47]1([CH2:54]CN2CCC(N)CC2)[CH2:53][CH2:52][CH2:51][CH2:50][CH2:49][CH2:48]1, predict the reaction product. The product is: [N:47]1([CH2:54][CH2:13][N:14]2[CH2:15][CH2:16][CH:17]([NH:20][C:21]([C:23]3[NH:24][C:25]4[C:30]([CH:31]=3)=[C:29]([O:32][CH2:33][C:34]3[C:38]5[CH:39]=[C:40]([Cl:43])[CH:41]=[CH:42][C:37]=5[O:36][CH:35]=3)[CH:28]=[CH:27][CH:26]=4)=[O:22])[CH2:18][CH2:19]2)[CH2:53][CH2:52][CH2:51][CH2:50][CH2:49][CH2:48]1. (5) Given the reactants [NH2:1][C:2]1[CH:3]=[C:4]([C:9]2[O:10][C:11]3[CH:17]=[CH:16][CH:15]=[C:14](C4C=CC=CC=4)[C:12]=3[N:13]=2)[CH:5]=[CH:6][C:7]=1[CH3:8].[CH:24]1[C:29]([C:30]([OH:32])=[O:31])=[CH:28][C:27]2[C:33]([O:35][C:36](=[O:37])[C:26]=2[CH:25]=1)=O, predict the reaction product. The product is: [CH3:8][C:7]1[CH:6]=[CH:5][C:4]([C:9]2[O:10][C:11]3[CH:17]=[CH:16][C:15]([C:2]4[CH:3]=[CH:4][CH:5]=[CH:6][CH:7]=4)=[CH:14][C:12]=3[N:13]=2)=[CH:3][C:2]=1[N:1]1[C:33](=[O:35])[C:27]2[C:26](=[CH:25][CH:24]=[C:29]([C:30]([OH:32])=[O:31])[CH:28]=2)[C:36]1=[O:37]. (6) Given the reactants C[O:2][C:3](=[O:32])[CH2:4][CH2:5][C:6]([N+:29]([O-:31])=[O:30])([C:8]1[CH:17]=[CH:16][C:15]2[C:10](=[CH:11][CH:12]=[C:13]([O:18][C@H:19]3[CH2:24][CH2:23][C@H:22]([C:25]([F:28])([F:27])[F:26])[CH2:21][CH2:20]3)[CH:14]=2)[CH:9]=1)[CH3:7].[OH-].[Li+].O, predict the reaction product. The product is: [N+:29]([C:6]([C:8]1[CH:17]=[CH:16][C:15]2[C:10](=[CH:11][CH:12]=[C:13]([O:18][C@H:19]3[CH2:20][CH2:21][C@H:22]([C:25]([F:26])([F:27])[F:28])[CH2:23][CH2:24]3)[CH:14]=2)[CH:9]=1)([CH3:7])[CH2:5][CH2:4][C:3]([OH:32])=[O:2])([O-:31])=[O:30]. (7) Given the reactants [Cl:1][C:2]1[C:3]([NH:12][S:13]([C:16]2[CH:25]=[CH:24][C:19]([C:20]([O:22][CH3:23])=[O:21])=[CH:18][CH:17]=2)(=[O:15])=[O:14])=[N:4][CH:5]=[C:6]([C:8]([F:11])([F:10])[F:9])[CH:7]=1.[Br:26][C:27]1[CH:32]=[CH:31][C:30]([CH2:33]Br)=[CH:29][CH:28]=1, predict the reaction product. The product is: [Br:26][C:27]1[CH:32]=[CH:31][C:30]([CH2:33][N:12]([C:3]2[C:2]([Cl:1])=[CH:7][C:6]([C:8]([F:11])([F:9])[F:10])=[CH:5][N:4]=2)[S:13]([C:16]2[CH:25]=[CH:24][C:19]([C:20]([O:22][CH3:23])=[O:21])=[CH:18][CH:17]=2)(=[O:15])=[O:14])=[CH:29][CH:28]=1. (8) Given the reactants [C:1]([C:3]1[CH:4]=[C:5]([C:13]2[O:17][N:16]=[C:15]([C:18]3[C:19]([CH3:41])=[C:20]4[C:25](=[CH:26][CH:27]=3)[CH2:24][N:23]([C:28](=[O:40])[CH2:29][CH2:30][CH2:31][NH:32]C(=O)OC(C)(C)C)[CH2:22][CH2:21]4)[N:14]=2)[CH:6]=[CH:7][C:8]=1[O:9][CH:10]([CH3:12])[CH3:11])#[N:2].[ClH:42].CCOCC, predict the reaction product. The product is: [ClH:42].[NH2:32][CH2:31][CH2:30][CH2:29][C:28]([N:23]1[CH2:22][CH2:21][C:20]2[C:25](=[CH:26][CH:27]=[C:18]([C:15]3[N:14]=[C:13]([C:5]4[CH:6]=[CH:7][C:8]([O:9][CH:10]([CH3:12])[CH3:11])=[C:3]([CH:4]=4)[C:1]#[N:2])[O:17][N:16]=3)[C:19]=2[CH3:41])[CH2:24]1)=[O:40].